From a dataset of Forward reaction prediction with 1.9M reactions from USPTO patents (1976-2016). Predict the product of the given reaction. (1) Given the reactants [CH3:1][O:2][C:3]1[CH:9]=[CH:8][C:7]([O:10]C)=[CH:6][C:4]=1[NH2:5].C[O:13][C:14]1[CH:22]=[CH:21][C:17](C(Cl)=O)=[CH:16][CH:15]=1, predict the reaction product. The product is: [OH:13][C:14]1[CH:22]=[CH:21][C:17]([C:1]2[O:2][C:3]3[CH:9]=[CH:8][C:7]([OH:10])=[CH:6][C:4]=3[N:5]=2)=[CH:16][CH:15]=1. (2) Given the reactants [NH2:1][CH:2]1[CH2:7][CH2:6][N:5]([C:8]([O:10][C:11]([CH3:14])([CH3:13])[CH3:12])=[O:9])[CH2:4][CH2:3]1.C(N(CC)CC)C.C(N(C(C)C)CC)(C)C.[NH2:31][CH:32]([C:38]1[CH:43]=[CH:42][CH:41]=[CH:40][N:39]=1)[C:33]([O:35][CH2:36][CH3:37])=[O:34].[O:44]1CCC[CH2:45]1, predict the reaction product. The product is: [CH2:36]([O:35][C:33](=[O:34])[CH:32]([NH:31][C:45]([NH:1][CH:2]1[CH2:3][CH2:4][N:5]([C:8]([O:10][C:11]([CH3:14])([CH3:13])[CH3:12])=[O:9])[CH2:6][CH2:7]1)=[O:44])[C:38]1[CH:43]=[CH:42][CH:41]=[CH:40][N:39]=1)[CH3:37]. (3) Given the reactants [C:1]([O:7][CH2:8][CH3:9])(=[O:6])[CH2:2][C:3]([O-:5])=O.[K+].C(N(CC)CC)C.[Cl-].[Mg+2].[Cl-].[Br:21][C:22]1[CH:23]=[C:24]([CH:28]=[CH:29][CH:30]=1)C(Cl)=O, predict the reaction product. The product is: [CH2:8]([O:7][C:1](=[O:6])[CH2:2][C:3]([C:29]1[CH:28]=[CH:24][CH:23]=[C:22]([Br:21])[CH:30]=1)=[O:5])[CH3:9]. (4) Given the reactants [CH2:1]([O:8][C:9]1[C:14]([C:15]2[CH:23]=[C:22]([C:24]([CH3:27])([CH3:26])[CH3:25])[C:21]([O:28][CH3:29])=[CH:20][C:16]=2[C:17]([OH:19])=O)=[CH:13][CH:12]=[CH:11][N:10]=1)[C:2]1[CH:7]=[CH:6][CH:5]=[CH:4][CH:3]=1.C([N:32]1[CH2:37][CH2:36][CH2:35][CH2:34][CH2:33]1)#N.C1C=CC2N(O)N=[N:44][C:42]=2C=1.CCN=C=NCCCN(C)C.CCN(C(C)C)C(C)C, predict the reaction product. The product is: [CH2:1]([O:8][C:9]1[C:14]([C:15]2[CH:23]=[C:22]([C:24]([CH3:27])([CH3:26])[CH3:25])[C:21]([O:28][CH3:29])=[CH:20][C:16]=2[C:17]([N:32]2[CH2:33][CH2:34][CH:35]([C:42]#[N:44])[CH2:36][CH2:37]2)=[O:19])=[CH:13][CH:12]=[CH:11][N:10]=1)[C:2]1[CH:3]=[CH:4][CH:5]=[CH:6][CH:7]=1. (5) Given the reactants [F:1][C:2]1[CH:24]=[CH:23][C:5]([CH2:6][N:7]2[CH2:21][CH2:20][C:11]3[CH:12]=[C:13]4[C:17](=[CH:18][C:10]=3[NH:9][C:8]2=[O:22])[NH:16][N:15]=[C:14]4[I:19])=[CH:4][CH:3]=1.[CH3:25][C:26]([O:29][C:30](O[C:30]([O:29][C:26]([CH3:28])([CH3:27])[CH3:25])=[O:31])=[O:31])([CH3:28])[CH3:27].O, predict the reaction product. The product is: [C:26]([O:29][C:30]([N:16]1[C:17]2[C:13](=[CH:12][C:11]3[CH2:20][CH2:21][N:7]([CH2:6][C:5]4[CH:23]=[CH:24][C:2]([F:1])=[CH:3][CH:4]=4)[C:8](=[O:22])[NH:9][C:10]=3[CH:18]=2)[C:14]([I:19])=[N:15]1)=[O:31])([CH3:28])([CH3:27])[CH3:25]. (6) Given the reactants [CH2:1]([O:3][C:4](=[O:13])[C:5]([C:11]#[N:12])=[C:6](OCC)[CH3:7])[CH3:2].Cl.[CH:15]([NH:18][NH2:19])([CH3:17])[CH3:16].C(N(CC)CC)C, predict the reaction product. The product is: [CH2:1]([O:3][C:4]([C:5]1[C:6]([CH3:7])=[N:19][N:18]([CH:15]([CH3:17])[CH3:16])[C:11]=1[NH2:12])=[O:13])[CH3:2]. (7) Given the reactants ClC(Cl)(Cl)CO[C:5](=[O:31])[NH:6][C:7]1[N:11]([C:12]2[CH:13]=[N:14][N:15]([CH2:17][CH2:18][CH2:19][O:20][CH:21]3[CH2:26][CH2:25][CH2:24][CH2:23][O:22]3)[CH:16]=2)[N:10]=[C:9]([C:27]([CH3:30])([CH3:29])[CH3:28])[CH:8]=1.[CH3:34][C@H:35]1[CH2:40][CH2:39][CH2:38][CH2:37][N:36]1[C:41]1[N:45]2[CH:46]=[C:47]([O:50][C@H:51]3[C:60]4[C:55](=[CH:56][CH:57]=[CH:58][CH:59]=4)[C@@H:54]([NH2:61])[CH2:53][CH2:52]3)[CH:48]=[CH:49][C:44]2=[N:43][N:42]=1.CCN(C(C)C)C(C)C, predict the reaction product. The product is: [C:27]([C:9]1[CH:8]=[C:7]([NH:6][C:5]([NH:61][C@@H:54]2[C:55]3[C:60](=[CH:59][CH:58]=[CH:57][CH:56]=3)[C@H:51]([O:50][C:47]3[CH:48]=[CH:49][C:44]4[N:45]([C:41]([N:36]5[CH2:37][CH2:38][CH2:39][CH2:40][C@@H:35]5[CH3:34])=[N:42][N:43]=4)[CH:46]=3)[CH2:52][CH2:53]2)=[O:31])[N:11]([C:12]2[CH:13]=[N:14][N:15]([CH2:17][CH2:18][CH2:19][O:20][CH:21]3[CH2:26][CH2:25][CH2:24][CH2:23][O:22]3)[CH:16]=2)[N:10]=1)([CH3:30])([CH3:29])[CH3:28]. (8) Given the reactants [NH2:1][C:2]1[CH:11]=[CH:10][CH:9]=[C:8]2[C:3]=1[C:4]([CH2:13][C:14]1[CH:19]=[CH:18][C:17]([F:20])=[C:16](Br)[CH:15]=1)=[N:5][NH:6][C:7]2=[O:12].[O:22]1[CH:26]=[CH:25][CH:24]=[C:23]1B(O)O.C(=O)([O-])[O-].[K+].[K+], predict the reaction product. The product is: [NH2:1][C:2]1[CH:11]=[CH:10][CH:9]=[C:8]2[C:3]=1[C:4]([CH2:13][C:14]1[CH:19]=[CH:18][C:17]([F:20])=[C:16]([C:23]3[O:22][CH:26]=[CH:25][CH:24]=3)[CH:15]=1)=[N:5][NH:6][C:7]2=[O:12]. (9) Given the reactants [Cl:1][C:2]1[CH:7]=[C:6]([Cl:8])[CH:5]=[CH:4][C:3]=1[S:9](Cl)(=[O:11])=[O:10].[CH3:13][O:14][CH2:15][CH2:16][NH2:17], predict the reaction product. The product is: [Cl:1][C:2]1[CH:7]=[C:6]([Cl:8])[CH:5]=[CH:4][C:3]=1[S:9](=[O:11])(=[O:10])[NH:17][CH2:16][CH2:15][O:14][CH3:13].